From a dataset of hERG Central: cardiac toxicity at 1µM, 10µM, and general inhibition. Predict hERG channel inhibition at various concentrations. (1) The molecule is O=C(c1ccc(OC2CCN(C/C=C/c3ccccc3)CC2)cc1)N1CCCCC1. Results: hERG_inhib (hERG inhibition (general)): blocker. (2) The drug is Cc1nc2c3cc(Cl)ccc3n(CCN3CCOCC3)c2s1. Results: hERG_inhib (hERG inhibition (general)): blocker.